This data is from Full USPTO retrosynthesis dataset with 1.9M reactions from patents (1976-2016). The task is: Predict the reactants needed to synthesize the given product. (1) Given the product [CH:27]([C:2]1[CH:3]=[CH:4][C:5]([N+:24]([O-:26])=[O:25])=[C:6]([NH:8][CH:9]2[CH2:10][CH2:11][N:12]([C@H:15]3[CH2:16][CH2:17][C@H:18]([O:21][CH2:22][CH3:23])[CH2:19][CH2:20]3)[CH2:13][CH2:14]2)[CH:7]=1)=[CH2:28], predict the reactants needed to synthesize it. The reactants are: Br[C:2]1[CH:3]=[CH:4][C:5]([N+:24]([O-:26])=[O:25])=[C:6]([NH:8][CH:9]2[CH2:14][CH2:13][N:12]([C@H:15]3[CH2:20][CH2:19][C@H:18]([O:21][CH2:22][CH3:23])[CH2:17][CH2:16]3)[CH2:11][CH2:10]2)[CH:7]=1.[CH2:27](C([Sn])=C(CCCC)CCCC)[CH2:28]CC.C1(P(C2C=CC=CC=2)C2C=CC=CC=2)C=CC=CC=1. (2) Given the product [Cl:8][C:5]1[CH:6]=[CH:7][C:2]([NH:12][C:13]2[C:14]([CH3:23])=[C:15]([CH:20]=[CH:21][CH:22]=2)[C:16]([O:18][CH3:19])=[O:17])=[C:3]([N+:9]([O-:11])=[O:10])[CH:4]=1, predict the reactants needed to synthesize it. The reactants are: Br[C:2]1[CH:7]=[CH:6][C:5]([Cl:8])=[CH:4][C:3]=1[N+:9]([O-:11])=[O:10].[NH2:12][C:13]1[C:14]([CH3:23])=[C:15]([CH:20]=[CH:21][CH:22]=1)[C:16]([O:18][CH3:19])=[O:17].P([O-])([O-])([O-])=O.[K+].[K+].[K+].O. (3) Given the product [Cl:11][C:12]1[N:17]=[CH:16][C:15]2[NH:18][C:20]3[N:21]=[CH:22][C:23]([C:25]4[CH:30]=[CH:29][C:28]([CH2:31][N:32]5[CH2:37][CH2:36][CH2:35][CH2:34][CH2:33]5)=[CH:27][CH:26]=4)=[CH:24][C:19]=3[C:14]=2[C:13]=1[CH:39]=[CH2:40], predict the reactants needed to synthesize it. The reactants are: C[Si]([N-][Si](C)(C)C)(C)C.[Na+].[Cl:11][C:12]1[N:17]=[CH:16][C:15]([NH2:18])=[C:14]([C:19]2[C:20](F)=[N:21][CH:22]=[C:23]([C:25]3[CH:30]=[CH:29][C:28]([CH2:31][N:32]4[CH2:37][CH2:36][CH2:35][CH2:34][CH2:33]4)=[CH:27][CH:26]=3)[CH:24]=2)[C:13]=1[CH:39]=[CH2:40]. (4) Given the product [F:19][C:2]([F:1])([F:18])[C:3]1[CH:4]=[C:5]([CH:15]=[CH:16][CH:17]=1)[CH2:6][O:7][N:8]=[C:9]1[CH2:14][CH2:13][N:12]([S:23]([CH:22]=[CH2:21])(=[O:25])=[O:24])[CH2:11][CH2:10]1, predict the reactants needed to synthesize it. The reactants are: [F:1][C:2]([F:19])([F:18])[C:3]1[CH:4]=[C:5]([CH:15]=[CH:16][CH:17]=1)[CH2:6][O:7][N:8]=[C:9]1[CH2:14][CH2:13][NH:12][CH2:11][CH2:10]1.Cl[CH2:21][CH2:22][S:23](Cl)(=[O:25])=[O:24].C(N(CC)CC)C.C([O-])(O)=O.[Na+]. (5) The reactants are: C1(C2C=CC=CC=2)C=CC=C(N[C:8](=[O:22])[CH2:9][CH2:10][CH2:11][CH2:12][CH2:13][NH:14][C:15](=[O:21])[O:16][C:17]([CH3:20])([CH3:19])[CH3:18])C=1.[NH2:29][C@@H:30]([CH2:42][C:43]1[C:51]2[C:46](=[CH:47][CH:48]=[CH:49][CH:50]=2)[N:45]([CH3:52])[CH:44]=1)[C:31]([NH:33][CH2:34][CH2:35][CH2:36][CH2:37][C:38]([O:40][CH3:41])=[O:39])=[O:32].[C:53]1([C:59]2[CH:60]=[C:61]([CH:63]=[CH:64][CH:65]=2)N)C=CC=CC=1. Given the product [CH2:53]([O:21][C:15]([NH:14][C@H:9]([C:8](=[O:22])[NH:29][C@@H:30]([CH2:42][C:43]1[C:51]2[C:46](=[CH:47][CH:48]=[CH:49][CH:50]=2)[N:45]([CH3:52])[CH:44]=1)[C:31](=[O:32])[NH:33][CH2:34][CH2:35][CH2:36][CH2:37][C:38]([O:40][CH3:41])=[O:39])[CH2:10][CH2:11][CH2:12][CH2:13][NH:14][C:15](=[O:21])[O:16][C:17]([CH3:18])([CH3:19])[CH3:20])=[O:16])[C:59]1[CH:65]=[CH:64][CH:63]=[CH:61][CH:60]=1, predict the reactants needed to synthesize it. (6) Given the product [Cl:8][C:4]1[CH:5]=[N:6][CH:7]=[C:2]([N:13]2[CH2:14][CH2:15][N:10]([CH3:9])[CH2:11][CH2:12]2)[N:3]=1, predict the reactants needed to synthesize it. The reactants are: Cl[C:2]1[CH:7]=[N:6][CH:5]=[C:4]([Cl:8])[N:3]=1.[CH3:9][N:10]1[CH2:15][CH2:14][NH:13][CH2:12][CH2:11]1.C(N(CC)CC)C.